From a dataset of Reaction yield outcomes from USPTO patents with 853,638 reactions. Predict the reaction yield, written as a fraction of the theoretical maximum amount of product (1.0 means a 100% yield; for example, 0.34 means a 34% yield). (1) The reactants are [CH2:1]([N:8]([CH2:19][C:20]1[CH:36]=[CH:35][C:23]([C:24]([NH:26]CC2C=CC=C(Cl)C=2)=[O:25])=[CH:22][CH:21]=1)[S:9]([C:12]1[CH:17]=[CH:16][C:15]([Cl:18])=[CH:14][CH:13]=1)(=[O:11])=[O:10])[C:2]1[CH:7]=[CH:6][CH:5]=[CH:4][CH:3]=1.Cl.[N+:38]([C:41]1[CH:42]=[C:43]([CH:47]=[CH:48][CH:49]=1)[CH2:44][CH2:45]N)([O-:40])=[O:39]. No catalyst specified. The product is [CH2:1]([N:8]([CH2:19][C:20]1[CH:21]=[CH:22][C:23]([C:24]([NH:26][CH2:45][CH2:44][C:43]2[CH:47]=[CH:48][CH:49]=[C:41]([N+:38]([O-:40])=[O:39])[CH:42]=2)=[O:25])=[CH:35][CH:36]=1)[S:9]([C:12]1[CH:13]=[CH:14][C:15]([Cl:18])=[CH:16][CH:17]=1)(=[O:11])=[O:10])[C:2]1[CH:7]=[CH:6][CH:5]=[CH:4][CH:3]=1. The yield is 0.290. (2) The reactants are [NH2:1][CH2:2][CH2:3][CH2:4][C:5]([OH:7])=[O:6].C([O-])([O-])=O.[Na+].[Na+].[CH3:14][C:15]([O:18][C:19](O[C:19]([O:18][C:15]([CH3:17])([CH3:16])[CH3:14])=[O:20])=[O:20])([CH3:17])[CH3:16]. The catalyst is O.C1COCC1. The product is [C:15]([O:18][C:19]([NH:1][CH2:2][CH2:3][CH2:4][C:5]([OH:7])=[O:6])=[O:20])([CH3:17])([CH3:16])[CH3:14]. The yield is 0.900. (3) The reactants are [Cl:1][C:2]1[C:7]2[NH:8][C:9]([C:11]3[CH2:15][C:14]4([CH2:20][CH2:19][CH2:18][CH2:17][CH2:16]4)[O:13][N:12]=3)=[N:10][C:6]=2[CH:5]=[C:4]([C:21]2[CH:26]=[CH:25][CH:24]=[CH:23][C:22]=2[O:27][C:28]([F:31])([F:30])[F:29])[CH:3]=1.[CH3:32][S:33]([OH:36])(=[O:35])=[O:34]. The catalyst is CCOC(C)=O. The product is [CH3:32][S:33]([OH:36])(=[O:35])=[O:34].[Cl:1][C:2]1[C:7]2[NH:8][C:9]([C:11]3[CH2:15][C:14]4([CH2:16][CH2:17][CH2:18][CH2:19][CH2:20]4)[O:13][N:12]=3)=[N:10][C:6]=2[CH:5]=[C:4]([C:21]2[CH:26]=[CH:25][CH:24]=[CH:23][C:22]=2[O:27][C:28]([F:29])([F:30])[F:31])[CH:3]=1. The yield is 0.930. (4) The reactants are [C:1]([C:3]1[CH:10]=[CH:9][C:6]([CH:7]=[O:8])=[CH:5][CH:4]=1)#[N:2].[Cl:11][C:12]1[CH:17]=[CH:16][C:15]([Mg]Br)=[CH:14][CH:13]=1.C(OCC)C.Cl. The catalyst is C(=O)=O.CO. The product is [Cl:11][C:12]1[CH:17]=[CH:16][C:15]([CH:7]([C:6]2[CH:9]=[CH:10][C:3]([C:1]#[N:2])=[CH:4][CH:5]=2)[OH:8])=[CH:14][CH:13]=1. The yield is 0.960.